Dataset: Full USPTO retrosynthesis dataset with 1.9M reactions from patents (1976-2016). Task: Predict the reactants needed to synthesize the given product. (1) Given the product [Br:17][CH2:1][C:2]1[N:12]=[C:11]([C:13]([F:15])([F:16])[F:14])[CH:10]=[CH:9][C:3]=1[C:4]([O:6][CH2:7][CH3:8])=[O:5], predict the reactants needed to synthesize it. The reactants are: [CH3:1][C:2]1[N:12]=[C:11]([C:13]([F:16])([F:15])[F:14])[CH:10]=[CH:9][C:3]=1[C:4]([O:6][CH2:7][CH3:8])=[O:5].[Br:17]N1C(=O)CCC1=O. (2) Given the product [CH3:17][O:16][C:14](=[O:15])[CH:13]([CH3:18])[CH:1]([C:8]#[N:9])[C:2]1[CH:7]=[CH:6][CH:5]=[CH:4][CH:3]=1, predict the reactants needed to synthesize it. The reactants are: [CH2:1]([C:8]#[N:9])[C:2]1[CH:7]=[CH:6][CH:5]=[CH:4][CH:3]=1.[H-].[Na+].Br[CH:13]([CH3:18])[C:14]([O:16][CH3:17])=[O:15].C([O-])(O)=O.[Na+]. (3) Given the product [C:28]([O:22][C:15]1[C:14]([CH3:23])=[C:13]([CH2:12][O:11][CH2:4][C:5]2[CH:6]=[CH:7][CH:8]=[CH:9][CH:10]=2)[O:24][C:17](=[O:19])[C:16]=1[CH3:21])(=[O:29])[CH3:27], predict the reactants needed to synthesize it. The reactants are: O[Li].O.[CH2:4]([O:11][CH2:12][C:13](=[O:24])[CH:14]([CH3:23])[C:15](=[O:22])[CH:16]([CH3:21])[C:17]([O:19]C)=O)[C:5]1[CH:10]=[CH:9][CH:8]=[CH:7][CH:6]=1.Cl.C1C[O:29][CH2:28][CH2:27]1. (4) Given the product [CH3:36][O:37][C:38]1[CH:39]=[C:40]2[C:45](=[CH:46][C:47]=1[O:48][CH3:49])[N:44]=[CH:43][CH:42]=[C:41]2[O:50][C:51]1[CH:56]=[CH:55][C:54]([NH:57][C:14]([C:12]2[C:11](=[O:17])[N:10]([C:18]3[CH:23]=[CH:22][C:21]([F:24])=[CH:20][CH:19]=3)[C:9](=[O:25])[N:8]([CH2:7][C@H:5]([OH:6])[CH2:4][OH:3])[CH:13]=2)=[O:16])=[CH:53][C:52]=1[F:58], predict the reactants needed to synthesize it. The reactants are: CC1(C)[O:6][C@@H:5]([CH2:7][N:8]2[CH:13]=[C:12]([C:14]([OH:16])=O)[C:11](=[O:17])[N:10]([C:18]3[CH:23]=[CH:22][C:21]([F:24])=[CH:20][CH:19]=3)[C:9]2=[O:25])[CH2:4][O:3]1.C(N(CC)C(C)C)(C)C.[CH3:36][O:37][C:38]1[CH:39]=[C:40]2[C:45](=[CH:46][C:47]=1[O:48][CH3:49])[N:44]=[CH:43][CH:42]=[C:41]2[O:50][C:51]1[CH:56]=[CH:55][C:54]([NH2:57])=[CH:53][C:52]=1[F:58].O1CCOCC1. (5) Given the product [C:21]([O:20][C:18]([NH:2][CH2:3][CH2:4][CH2:5][C:6]([O:8][CH2:9][CH3:10])=[O:7])=[O:19])([CH3:24])([CH3:23])[CH3:22], predict the reactants needed to synthesize it. The reactants are: Cl.[NH2:2][CH2:3][CH2:4][CH2:5][C:6]([O:8][CH2:9][CH3:10])=[O:7].C(N(CC)CC)C.[C:18](O[C:18]([O:20][C:21]([CH3:24])([CH3:23])[CH3:22])=[O:19])([O:20][C:21]([CH3:24])([CH3:23])[CH3:22])=[O:19].Cl. (6) Given the product [F:17][C:2]1([F:1])[C:7]2[N:8]([CH2:22][CH:21]([C:23]3[CH:24]=[N:25][CH:26]=[CH:27][CH:28]=3)[OH:20])[C:9]3[CH:10]=[CH:11][C:12]([CH3:29])=[CH:13][C:14]=3[C:6]=2[CH2:5][N:4]([CH3:16])[CH2:3]1, predict the reactants needed to synthesize it. The reactants are: [F:1][C:2]1([F:17])[C:7]2[NH:8][C:9]3[CH:10]=[C:11](C)[CH:12]=[CH:13][C:14]=3[C:6]=2[CH2:5][N:4]([CH3:16])[CH2:3]1.[H-].[Na+].[O:20]1[CH2:22][CH:21]1[C:23]1[CH:24]=[N:25][CH:26]=[CH:27][CH:28]=1.[CH3:29]N(C=O)C. (7) Given the product [C:6]([O:5][C:3]([NH:2][O:1][CH2:15][C:14]([C:16]1[CH:21]=[CH:20][CH:19]=[CH:18][CH:17]=1)=[CH2:13])=[O:4])([CH3:9])([CH3:8])[CH3:7], predict the reactants needed to synthesize it. The reactants are: [OH:1][NH:2][C:3]([O:5][C:6]([CH3:9])([CH3:8])[CH3:7])=[O:4].[OH-].[Na+].Br[CH2:13][C:14]([C:16]1[CH:21]=[CH:20][CH:19]=[CH:18][CH:17]=1)=[CH2:15]. (8) Given the product [NH:1]1[C:9]2[C:4](=[CH:5][CH:6]=[CH:7][CH:8]=2)[C:3]([C:10]2[N:11]=[N:12][N:13]([C:15]3[CH:20]=[CH:19][C:18]([CH2:21][NH:22][C:23](=[O:25])[CH3:24])=[CH:17][CH:16]=3)[CH:14]=2)=[N:2]1, predict the reactants needed to synthesize it. The reactants are: [NH:1]1[C:9]2[C:4](=[CH:5][CH:6]=[CH:7][CH:8]=2)[C:3]([C:10]2[N:11]=[N:12][N:13]([C:15]3[CH:20]=[CH:19][C:18]([CH2:21][NH2:22])=[CH:17][CH:16]=3)[CH:14]=2)=[N:2]1.[C:23](Cl)(=[O:25])[CH3:24]. (9) Given the product [C:2]([C:6]1[CH:11]=[CH:10][C:9]([S:12]([NH:15][C:16]2[C:21]([O:22][C:23]3[CH:28]=[CH:27][CH:26]=[CH:25][C:24]=3[O:29][CH3:30])=[C:20]([O:31][CH2:32][CH:33]=[O:34])[N:19]=[C:18]([C:40]3[N:45]=[CH:44][CH:43]=[CH:42][N:41]=3)[N:17]=2)(=[O:13])=[O:14])=[CH:8][CH:7]=1)([CH3:5])([CH3:3])[CH3:4], predict the reactants needed to synthesize it. The reactants are: Cl.[C:2]([C:6]1[CH:11]=[CH:10][C:9]([S:12]([NH:15][C:16]2[C:21]([O:22][C:23]3[CH:28]=[CH:27][CH:26]=[CH:25][C:24]=3[O:29][CH3:30])=[C:20]([O:31][CH2:32][CH:33](OCC)[O:34]CC)[N:19]=[C:18]([C:40]3[N:45]=[CH:44][CH:43]=[CH:42][N:41]=3)[N:17]=2)(=[O:14])=[O:13])=[CH:8][CH:7]=1)([CH3:5])([CH3:4])[CH3:3].